Dataset: CYP3A4 inhibition data for predicting drug metabolism from PubChem BioAssay. Task: Regression/Classification. Given a drug SMILES string, predict its absorption, distribution, metabolism, or excretion properties. Task type varies by dataset: regression for continuous measurements (e.g., permeability, clearance, half-life) or binary classification for categorical outcomes (e.g., BBB penetration, CYP inhibition). Dataset: cyp3a4_veith. (1) The drug is COC(=O)N1CCC2(CC1)CN(C(=O)Nc1ccc(OC)cc1)C2. The result is 0 (non-inhibitor). (2) The compound is O=C(CSCC(=O)OCn1nnc2ccccc2c1=O)Nc1ccc(Cl)cc1. The result is 1 (inhibitor). (3) The compound is CCCNC(=O)c1cc2c(C(F)(F)F)nn(C)c2s1. The result is 0 (non-inhibitor). (4) The compound is Cc1nc(NC(=O)c2ccccc2)sc1-c1csc(Nc2cccc(F)c2)n1. The result is 1 (inhibitor). (5) The molecule is CNc1nc(-c2ccccc2Cl)nc2ccccc12. The result is 1 (inhibitor).